Dataset: Reaction yield outcomes from USPTO patents with 853,638 reactions. Task: Predict the reaction yield, written as a fraction of the theoretical maximum amount of product (1.0 means a 100% yield; for example, 0.34 means a 34% yield). The reactants are [O:1]1[CH2:6][CH2:5][CH2:4][CH:3]([CH2:7][CH2:8][CH2:9][OH:10])[CH2:2]1.CC(OI1(OC(C)=O)(OC(C)=O)OC(=O)C2C=CC=CC1=2)=O.CCOCC.C([O-])([O-])=O.[K+].[K+]. The catalyst is C(Cl)Cl. The product is [O:1]1[CH2:6][CH2:5][CH2:4][CH:3]([CH2:7][CH2:8][CH:9]=[O:10])[CH2:2]1. The yield is 0.800.